Task: Predict the reactants needed to synthesize the given product.. Dataset: Full USPTO retrosynthesis dataset with 1.9M reactions from patents (1976-2016) The reactants are: CC(OI1(OC(C)=O)(OC(C)=O)OC(=O)C2C=CC=CC1=2)=O.[O:23]1[C:32]2[CH:31]=[C:30]([CH2:33][OH:34])[N:29]=[CH:28][C:27]=2[O:26][CH2:25][CH2:24]1. Given the product [O:23]1[C:32]2[CH:31]=[C:30]([CH:33]=[O:34])[N:29]=[CH:28][C:27]=2[O:26][CH2:25][CH2:24]1, predict the reactants needed to synthesize it.